Dataset: Reaction yield outcomes from USPTO patents with 853,638 reactions. Task: Predict the reaction yield, written as a fraction of the theoretical maximum amount of product (1.0 means a 100% yield; for example, 0.34 means a 34% yield). (1) The reactants are [C:1]([O:5][C:6]([NH:8][C:9]1[CH:14]=[CH:13][CH:12]=[CH:11][C:10]=1[NH:15][C:16](=[O:32])[C:17]1[CH:22]=[CH:21][C:20](B2OC(C)(C)C(C)(C)O2)=[CH:19][CH:18]=1)=[O:7])([CH3:4])([CH3:3])[CH3:2].Cl[C:34]1[S:35][C:36]([CH:39]=[O:40])=[CH:37][N:38]=1.C(=O)(O)[O-].[Na+]. The catalyst is COCCOC.Cl[Pd-2](Cl)(P(C1C=CC=CC=1)C1C=CC=CC=1)[C-]1C=CC=C1.[CH-]1C=CC=C1.[Fe+2]. The product is [CH:39]([C:36]1[S:35][C:34]([C:20]2[CH:19]=[CH:18][C:17]([C:16]([NH:15][C:10]3[CH:11]=[CH:12][CH:13]=[CH:14][C:9]=3[NH:8][C:6](=[O:7])[O:5][C:1]([CH3:2])([CH3:4])[CH3:3])=[O:32])=[CH:22][CH:21]=2)=[N:38][CH:37]=1)=[O:40]. The yield is 0.680. (2) The reactants are [CH3:1][O:2][C:3]([C:5]1[CH:6]=[C:7]2[C:11](=[CH:12][CH:13]=1)[N:10]([CH3:14])[CH:9]=[C:8]2[CH2:15][C:16]1[CH:21]=[CH:20][C:19]([NH2:22])=[CH:18][CH:17]=1)=[O:4].CCN(C(C)C)C(C)C.[C:32](Cl)(=[O:39])[C:33]1[CH:38]=[CH:37][CH:36]=[CH:35][CH:34]=1.C1COCC1. The catalyst is CCOCC.C(OCC)(=O)C. The product is [CH3:1][O:2][C:3]([C:5]1[CH:6]=[C:7]2[C:11](=[CH:12][CH:13]=1)[N:10]([CH3:14])[CH:9]=[C:8]2[CH2:15][C:16]1[CH:17]=[CH:18][C:19]([NH:22][C:32](=[O:39])[C:33]2[CH:38]=[CH:37][CH:36]=[CH:35][CH:34]=2)=[CH:20][CH:21]=1)=[O:4]. The yield is 0.830. (3) The reactants are [CH3:1][O:2][C:3](=[O:18])[CH2:4][C:5]1[C:14]([Cl:15])=[CH:13][CH:12]=[C:11]2[C:6]=1[CH:7]=[C:8]([CH2:16]Br)[N:9]=[CH:10]2.[CH3:19][NH:20][CH3:21]. The catalyst is C1COCC1. The product is [CH3:1][O:2][C:3](=[O:18])[CH2:4][C:5]1[C:14]([Cl:15])=[CH:13][CH:12]=[C:11]2[C:6]=1[CH:7]=[C:8]([CH2:16][N:20]([CH3:21])[CH3:19])[N:9]=[CH:10]2. The yield is 1.00. (4) The reactants are C(OC([NH:8][CH2:9][CH2:10][CH2:11][C:12]1[CH:13]=[C:14]([NH:17][C:18]2[C:27]3[C:22](=[CH:23][CH:24]=[CH:25][CH:26]=3)[N:21]=[C:20]([C:28]3[CH:33]=[CH:32][CH:31]=[CH:30][CH:29]=3)[N:19]=2)[NH:15][N:16]=1)=O)(C)(C)C.C(O)(C(F)(F)F)=O. The catalyst is ClCCl. The product is [NH2:8][CH2:9][CH2:10][CH2:11][C:12]1[CH:13]=[C:14]([NH:17][C:18]2[C:27]3[C:22](=[CH:23][CH:24]=[CH:25][CH:26]=3)[N:21]=[C:20]([C:28]3[CH:33]=[CH:32][CH:31]=[CH:30][CH:29]=3)[N:19]=2)[NH:15][N:16]=1. The yield is 0.630. (5) The reactants are [CH3:1][O:2][C:3]1[CH:4]=[C:5]2[C:10](=[CH:11][C:12]=1[O:13][CH3:14])[N:9]=[CH:8][CH:7]=[C:6]2[O:15][C:16]1[CH:21]=[CH:20][C:19]([NH2:22])=[CH:18][CH:17]=1.C1([O:29][C:30](=O)[NH:31][C:32]2[CH:37]=[CH:36][CH:35]=[C:34]([S:38]([CH3:41])(=[O:40])=[O:39])[CH:33]=2)C=CC=CC=1.C(OCC)(=O)C.O. The catalyst is CS(C)=O.CO. The product is [CH3:1][O:2][C:3]1[CH:4]=[C:5]2[C:10](=[CH:11][C:12]=1[O:13][CH3:14])[N:9]=[CH:8][CH:7]=[C:6]2[O:15][C:16]1[CH:17]=[CH:18][C:19]([NH:22][C:30]([NH:31][C:32]2[CH:37]=[CH:36][CH:35]=[C:34]([S:38]([CH3:41])(=[O:40])=[O:39])[CH:33]=2)=[O:29])=[CH:20][CH:21]=1. The yield is 0.870. (6) The reactants are Cl[C:2]1[CH:7]=[CH:6][CH:5]=[CH:4][C:3]=1[O:8][CH3:9].[C:10]1([NH:16][C:17]2[CH:22]=[CH:21][CH:20]=[CH:19][CH:18]=2)[CH:15]=[CH:14][CH:13]=[CH:12][CH:11]=1.CC(C)([O-])C.[Na+]. The catalyst is C1(C)C=CC=CC=1. The product is [CH3:9][O:8][C:3]1[CH:4]=[CH:5][CH:6]=[CH:7][C:2]=1[N:16]([C:17]1[CH:18]=[CH:19][CH:20]=[CH:21][CH:22]=1)[C:10]1[CH:15]=[CH:14][CH:13]=[CH:12][CH:11]=1. The yield is 0.950.